Dataset: Full USPTO retrosynthesis dataset with 1.9M reactions from patents (1976-2016). Task: Predict the reactants needed to synthesize the given product. (1) Given the product [CH3:1][O:2][C:3]1[CH:4]=[CH:5][C:6]([C:9]2[CH:14]=[CH:13][N+:12]([O-:24])=[C:11]([CH3:15])[CH:10]=2)=[CH:7][CH:8]=1, predict the reactants needed to synthesize it. The reactants are: [CH3:1][O:2][C:3]1[CH:8]=[CH:7][C:6]([C:9]2[CH:14]=[CH:13][N:12]=[C:11]([CH3:15])[CH:10]=2)=[CH:5][CH:4]=1.ClC1C=CC=C(C(OO)=[O:24])C=1. (2) Given the product [NH2:13][C:12]1[S:11][C:3]2[CH:4]=[C:5]([CH2:8][C:9]#[N:10])[CH:6]=[CH:7][C:2]=2[N:1]=1, predict the reactants needed to synthesize it. The reactants are: [NH2:1][C:2]1[CH:7]=[CH:6][C:5]([CH2:8][C:9]#[N:10])=[CH:4][CH:3]=1.[S-:11][C:12]#[N:13].[K+].BrBr.N. (3) The reactants are: Cl.[Cl:2][C:3]1[CH:4]=[C:5]([NH:10][NH2:11])[CH:6]=[CH:7][C:8]=1[Cl:9].C([O-])(=O)C.[Na+].CN([CH:20]=[C:21]1[C:26](=[O:27])[CH2:25][CH2:24][CH2:23][C:22]1=O)C. Given the product [Cl:2][C:3]1[CH:4]=[C:5]([N:10]2[C:22]3[CH2:23][CH2:24][CH2:25][C:26](=[O:27])[C:21]=3[CH:20]=[N:11]2)[CH:6]=[CH:7][C:8]=1[Cl:9], predict the reactants needed to synthesize it. (4) Given the product [CH3:1][O:2][C:3]1[CH:8]=[CH:7][CH:6]=[CH:5][C:4]=1[N:9]1[CH2:14][CH2:13][N:12]([CH2:7][C:6]2[O:27][C:25]3[C:26](=[N:9][CH:4]=[CH:3][CH:8]=3)[CH:5]=2)[CH2:11][CH2:10]1, predict the reactants needed to synthesize it. The reactants are: [CH3:1][O:2][C:3]1[CH:8]=[CH:7][CH:6]=[CH:5][C:4]=1[N:9]1[CH2:14][CH2:13][NH:12][CH2:11][CH2:10]1.C(O[BH-](O[C:25](=[O:27])[CH3:26])OC(=O)C)(=O)C.[Na+]. (5) Given the product [NH2:7][CH:8]1[N:28]([C:35]#[N:30])[CH:27]2[CH:26]([C:17]3[CH:16]=[C:15]([O:21][CH3:22])[C:14]([O:23][CH3:24])=[C:13]([Br:12])[CH:20]=3)[CH:25]=[C:5]3[C:6]([O:38][C:2](=[O:1])[CH:3]=[CH:4]3)=[C:10]2[O:9]1, predict the reactants needed to synthesize it. The reactants are: [OH:1][C:2]1[C:10]2[O:9][C:8](=O)[NH:7][C:6]=2[CH:5]=[CH:4][CH:3]=1.[Br:12][C:13]1[C:14]([O:23][CH3:24])=[C:15]([O:21][CH3:22])[CH:16]=[C:17]([CH:20]=1)C=O.[C:25](#N)[CH2:26][C:27]#[N:28].[NH:30]1[CH2:35]CCCC1.C([OH:38])C. (6) Given the product [CH:26]([N:22]1[C:21]([C:15]2[S:16][C:17]3[CH2:18][CH2:19][O:20][C:11]4[CH:10]=[CH:9][C:8]([C:7]5[C:2](=[O:32])[NH:3][CH:4]=[CH:5][CH:6]=5)=[CH:29][C:12]=4[C:13]=3[N:14]=2)=[N:25][CH:24]=[N:23]1)([CH3:28])[CH3:27], predict the reactants needed to synthesize it. The reactants are: F[C:2]1[C:7]([C:8]2[CH:9]=[CH:10][C:11]3[O:20][CH2:19][CH2:18][C:17]4[S:16][C:15]([C:21]5[N:22]([CH:26]([CH3:28])[CH3:27])[N:23]=[CH:24][N:25]=5)=[N:14][C:13]=4[C:12]=3[CH:29]=2)=[CH:6][CH:5]=[CH:4][N:3]=1.Cl.C[O:32]CCOC. (7) Given the product [Br:7][C:8]1[N:9]=[C:10]([C:29]#[CH:30])[C:11]([N:14]([C:22]([O:24][C:25]([CH3:28])([CH3:27])[CH3:26])=[O:23])[C:15](=[O:21])[O:16][C:17]([CH3:19])([CH3:20])[CH3:18])=[N:12][CH:13]=1, predict the reactants needed to synthesize it. The reactants are: C(=O)([O-])[O-].[Na+].[Na+].[Br:7][C:8]1[N:9]=[C:10]([C:29]#[C:30][Si](C)(C)C)[C:11]([N:14]([C:22]([O:24][C:25]([CH3:28])([CH3:27])[CH3:26])=[O:23])[C:15](=[O:21])[O:16][C:17]([CH3:20])([CH3:19])[CH3:18])=[N:12][CH:13]=1.